Dataset: Catalyst prediction with 721,799 reactions and 888 catalyst types from USPTO. Task: Predict which catalyst facilitates the given reaction. Reactant: [CH2:1]([N:3]1[C:12]2[C:7](=[CH:8][C:9]([CH3:23])=[C:10]([C:13]3[CH:14]=[C:15]([CH:18]=[CH:19][C:20]=3[O:21]C)[CH:16]=[O:17])[CH:11]=2)[C:6]([CH3:25])([CH3:24])[CH2:5][C:4]1=[O:26])[CH3:2].B(Br)(Br)Br. Product: [CH2:1]([N:3]1[C:12]2[C:7](=[CH:8][C:9]([CH3:23])=[C:10]([C:13]3[CH:14]=[C:15]([CH:18]=[CH:19][C:20]=3[OH:21])[CH:16]=[O:17])[CH:11]=2)[C:6]([CH3:25])([CH3:24])[CH2:5][C:4]1=[O:26])[CH3:2]. The catalyst class is: 4.